This data is from TCR-epitope binding with 47,182 pairs between 192 epitopes and 23,139 TCRs. The task is: Binary Classification. Given a T-cell receptor sequence (or CDR3 region) and an epitope sequence, predict whether binding occurs between them. The epitope is QASQEVKNW. The TCR CDR3 sequence is CASSPPSGIYNEQFF. Result: 1 (the TCR binds to the epitope).